This data is from Peptide-MHC class I binding affinity with 185,985 pairs from IEDB/IMGT. The task is: Regression. Given a peptide amino acid sequence and an MHC pseudo amino acid sequence, predict their binding affinity value. This is MHC class I binding data. (1) The peptide sequence is EIINFTISMR. The MHC is HLA-A03:01 with pseudo-sequence HLA-A03:01. The binding affinity (normalized) is 0.318. (2) The peptide sequence is GYRRCRASGV. The MHC is Patr-A0901 with pseudo-sequence Patr-A0901. The binding affinity (normalized) is 0.0290.